From a dataset of Blood-brain barrier permeability regression values from the B3DB database. Regression/Classification. Given a drug SMILES string, predict its absorption, distribution, metabolism, or excretion properties. Task type varies by dataset: regression for continuous measurements (e.g., permeability, clearance, half-life) or binary classification for categorical outcomes (e.g., BBB penetration, CYP inhibition). For this dataset (b3db_regression), we predict Y. (1) The compound is C1=CC(=C(C=C1C2=CSC(=N2)N=C(N)N)O)O. The Y is -1.54 log(BB ratio). (2) The Y is 0.720 log(BB ratio). The drug is CNCCC(C1=CC=CC=C1)OC2=CC=C(C=C2)C(F)(F)F. (3) The compound is C1=CC=C(C=C1)N2C(=O)C3=C(C(=NC3N2)CC(=O)C4=CC=CC5=CC=CC=C54)CC(=O)C6=CC=CC7=CC=CC=C76. The Y is 0.0200 log(BB ratio). (4) The molecule is CCC(C)CC. The Y is 1.00 log(BB ratio).